This data is from NCI-60 drug combinations with 297,098 pairs across 59 cell lines. The task is: Regression. Given two drug SMILES strings and cell line genomic features, predict the synergy score measuring deviation from expected non-interaction effect. (1) Drug 1: C1=CC(=CC=C1CCCC(=O)O)N(CCCl)CCCl. Drug 2: C#CCC(CC1=CN=C2C(=N1)C(=NC(=N2)N)N)C3=CC=C(C=C3)C(=O)NC(CCC(=O)O)C(=O)O. Cell line: OVCAR3. Synergy scores: CSS=6.45, Synergy_ZIP=-6.31, Synergy_Bliss=-5.61, Synergy_Loewe=-6.47, Synergy_HSA=-6.20. (2) Drug 1: C1=CN(C=N1)CC(O)(P(=O)(O)O)P(=O)(O)O. Drug 2: CS(=O)(=O)OCCCCOS(=O)(=O)C. Cell line: MOLT-4. Synergy scores: CSS=20.8, Synergy_ZIP=-1.39, Synergy_Bliss=-2.97, Synergy_Loewe=-3.94, Synergy_HSA=-2.36. (3) Drug 1: CC12CCC3C(C1CCC2O)C(CC4=C3C=CC(=C4)O)CCCCCCCCCS(=O)CCCC(C(F)(F)F)(F)F. Drug 2: C1=CN(C=N1)CC(O)(P(=O)(O)O)P(=O)(O)O. Cell line: PC-3. Synergy scores: CSS=0.940, Synergy_ZIP=1.50, Synergy_Bliss=2.77, Synergy_Loewe=-0.674, Synergy_HSA=-0.369. (4) Drug 1: C1CN1P(=S)(N2CC2)N3CC3. Drug 2: CC(C)NC(=O)C1=CC=C(C=C1)CNNC.Cl. Cell line: SW-620. Synergy scores: CSS=3.37, Synergy_ZIP=-3.25, Synergy_Bliss=-0.830, Synergy_Loewe=-6.52, Synergy_HSA=-1.19.